Dataset: Catalyst prediction with 721,799 reactions and 888 catalyst types from USPTO. Task: Predict which catalyst facilitates the given reaction. (1) Reactant: [CH3:1][O:2][C:3]1[CH:4]=[C:5]([OH:11])[CH:6]=[CH:7][C:8]=1[O:9][CH3:10].Cl[CH2:13][C:14]#[N:15].C([O-])([O-])=O.[K+].[K+].CCOC(C)=O.CCCCCC. Product: [CH3:1][O:2][C:3]1[CH:4]=[C:5]([CH:6]=[CH:7][C:8]=1[O:9][CH3:10])[O:11][CH2:13][C:14]#[N:15]. The catalyst class is: 21. (2) Reactant: CS(OS(C)(=O)=O)(=O)=O.[N:10]1([C:16]([C:18]2[CH:23]=[CH:22][C:21]([N:24]3[CH:28]=[C:27]([C:29]4[C:37]5[C:32](=[CH:33][CH:34]=[C:35]([CH2:38][OH:39])[CH:36]=5)[N:31](C5CCCCO5)[N:30]=4)[N:26]=[N:25]3)=[CH:20][CH:19]=2)=[O:17])[CH2:15][CH2:14][O:13][CH2:12][CH2:11]1.CCN(C(C)C)C(C)C.O[C@@H:56]1[CH2:61][O:60][C:58](=[O:59])[CH2:57]1. Product: [N:10]1([C:16]([C:18]2[CH:19]=[CH:20][C:21]([N:24]3[CH:28]=[C:27]([C:29]4[C:37]5[C:32](=[CH:33][CH:34]=[C:35]([CH2:38][O:39][C@@H:56]6[CH2:61][O:60][C:58](=[O:59])[CH2:57]6)[CH:36]=5)[NH:31][N:30]=4)[N:26]=[N:25]3)=[CH:22][CH:23]=2)=[O:17])[CH2:15][CH2:14][O:13][CH2:12][CH2:11]1. The catalyst class is: 2. (3) Reactant: [CH2:1]([CH:8]1[CH2:13][CH2:12][NH:11][CH2:10][CH2:9]1)[C:2]1[CH:7]=[CH:6][CH:5]=[CH:4][CH:3]=1.O=[CH:15][CH2:16][CH:17]([NH:24][S:25]([C:28]1[CH:33]=[CH:32][CH:31]=[CH:30][CH:29]=1)(=[O:27])=[O:26])[C:18]1[CH:23]=[CH:22][CH:21]=[CH:20][CH:19]=1.C([BH3-])#N.[Na+]. Product: [CH2:1]([CH:8]1[CH2:13][CH2:12][N:11]([CH2:15][CH2:16][CH:17]([NH:24][S:25]([C:28]2[CH:33]=[CH:32][CH:31]=[CH:30][CH:29]=2)(=[O:27])=[O:26])[C:18]2[CH:19]=[CH:20][CH:21]=[CH:22][CH:23]=2)[CH2:10][CH2:9]1)[C:2]1[CH:7]=[CH:6][CH:5]=[CH:4][CH:3]=1. The catalyst class is: 5. (4) Reactant: [C:1]([N:3]1[CH2:8][CH2:7][C:6]([CH3:9])=[C:5]([C:10]2[CH:15]=[CH:14][C:13]([NH:16][C:17](=[O:19])[CH3:18])=[CH:12][CH:11]=2)[CH2:4]1)#[N:2].[Cl-].[NH4+].[N-:22]=[N+:23]=[N-:24].[Na+].[CH2:26](Cl)Cl. Product: [CH3:9][C:6]1[CH2:7][CH2:8][N:3]([C:1]2[N:22]=[N:23][N:24]([CH3:26])[N:2]=2)[CH2:4][C:5]=1[C:10]1[CH:11]=[CH:12][C:13]([NH:16][C:17](=[O:19])[CH3:18])=[CH:14][CH:15]=1. The catalyst class is: 18. (5) Reactant: C1CCN2C(=NCCC2)CC1.I[CH:13]([CH3:15])[CH3:14].[OH:16][C@@H:17]([CH2:37][CH2:38][CH2:39][CH2:40][CH3:41])[CH2:18][CH2:19][C@@H:20]([O:29][CH2:30][CH:31]1[CH2:35][CH2:34][C:33](=[O:36])[NH:32]1)[C:21]1[S:25][C:24]([C:26]([OH:28])=[O:27])=[CH:23][CH:22]=1. Product: [CH:13]([O:28][C:26]([C:24]1[S:25][C:21]([C@H:20]([O:29][CH2:30][CH:31]2[CH2:35][CH2:34][C:33](=[O:36])[NH:32]2)[CH2:19][CH2:18][C@@H:17]([OH:16])[CH2:37][CH2:38][CH2:39][CH2:40][CH3:41])=[CH:22][CH:23]=1)=[O:27])([CH3:15])[CH3:14]. The catalyst class is: 21. (6) Reactant: [CH2:1]([O:8][C:9](=[O:13])[CH2:10][C:11]#[N:12])[C:2]1[CH:7]=[CH:6][CH:5]=[CH:4][CH:3]=1.[H-].[Na+].[CH2:16]([N:18]=[C:19]=[S:20])[CH3:17].Br[CH2:22][C:23](Cl)=O.C(=O)(O)[O-:27].[Na+]. Product: [CH2:1]([O:8][C:9](=[O:13])[C:10]([C:11]#[N:12])=[C:19]1[N:18]([CH2:22][CH3:23])[C:16](=[O:27])[CH2:17][S:20]1)[C:2]1[CH:7]=[CH:6][CH:5]=[CH:4][CH:3]=1. The catalyst class is: 9.